From a dataset of Catalyst prediction with 721,799 reactions and 888 catalyst types from USPTO. Predict which catalyst facilitates the given reaction. (1) Reactant: N#N.[NH:3]1[C:7]2[CH:8]=[CH:9][CH:10]=[CH:11][C:6]=2[N:5]=[C:4]1[C@H:12]([NH:22][C:23](=[O:40])[NH:24][CH2:25][CH2:26][CH:27]1[CH2:32][CH2:31][N:30](C(OC(C)(C)C)=O)[CH2:29][CH2:28]1)[CH2:13][C:14]1[CH:19]=[CH:18][C:17]([O:20][CH3:21])=[CH:16][CH:15]=1.FC(F)(F)S(O[Si](C(C)(C)C)(C)C)(=O)=O. Product: [NH:3]1[C:7]2[CH:8]=[CH:9][CH:10]=[CH:11][C:6]=2[N:5]=[C:4]1[C@H:12]([NH:22][C:23]([NH:24][CH2:25][CH2:26][CH:27]1[CH2:28][CH2:29][NH:30][CH2:31][CH2:32]1)=[O:40])[CH2:13][C:14]1[CH:15]=[CH:16][C:17]([O:20][CH3:21])=[CH:18][CH:19]=1. The catalyst class is: 2. (2) Reactant: [Br-:1].[Br-].[Br-].C([N+](CCCC)(CCCC)CCCC)CCC.C([N+](CCCC)(CCCC)CCCC)CCC.C([N+](CCCC)(CCCC)CCCC)CCC.[CH:55]1([C:59]2[CH:64]=[CH:63][CH:62]=[CH:61][C:60]=2[OH:65])[CH2:58][CH2:57][CH2:56]1.S([O-])([O-])=O.[Na+].[Na+].CCOC(C)=O. Product: [Br:1][C:63]1[CH:62]=[CH:61][C:60]([OH:65])=[C:59]([CH:55]2[CH2:56][CH2:57][CH2:58]2)[CH:64]=1. The catalyst class is: 2. (3) The catalyst class is: 40. Reactant: Cl.[CH3:2][NH:3][O:4][CH3:5].C(N(CC)CC)C.[Br:13][C:14]1[CH:25]=[C:18]2[C:19]([O:21]C(=O)[NH:23][C:17]2=[CH:16][CH:15]=1)=O. Product: [NH2:23][C:17]1[CH:16]=[CH:15][C:14]([Br:13])=[CH:25][C:18]=1[C:19]([N:3]([O:4][CH3:5])[CH3:2])=[O:21]. (4) Reactant: [Br:1][C:2]1[CH:3]=[CH:4][C:5]([C:8]#[N:9])=[N:6][CH:7]=1.[N-:10]=[N+:11]=[N-:12].[Na+].Cl.C(N(CC)CC)C. Product: [Br:1][C:2]1[CH:3]=[CH:4][C:5]([C:8]2[NH:12][N:11]=[N:10][N:9]=2)=[N:6][CH:7]=1. The catalyst class is: 11. (5) Reactant: [OH:1][C:2]1[CH:7]=[CH:6][C:5](B(O)O)=[CH:4][CH:3]=1.[F:11][C:12]1[CH:13]=[C:14](I)[CH:15]=[CH:16][CH:17]=1.C(=O)([O-])[O-].[Cs+].[Cs+]. Product: [F:11][C:12]1[CH:17]=[C:16]([C:5]2[CH:6]=[CH:7][C:2]([OH:1])=[CH:3][CH:4]=2)[CH:15]=[CH:14][CH:13]=1. The catalyst class is: 140.